From a dataset of Forward reaction prediction with 1.9M reactions from USPTO patents (1976-2016). Predict the product of the given reaction. (1) Given the reactants C(=O)([O-])[O-:2].[K+].[K+].[CH:7]1([N:10]2[CH:14]=[C:13]([O:15][C:16]3[CH:21]=[CH:20][N:19]=[C:18]([NH:22][C:23]4[CH:30]=[CH:29][C:26]([C:27]#[N:28])=[CH:25][CH:24]=4)[CH:17]=3)[C:12]([CH:31]3[CH2:36][CH2:35][O:34][CH2:33][CH2:32]3)=[N:11]2)[CH2:9][CH2:8]1.OO, predict the reaction product. The product is: [CH:7]1([N:10]2[CH:14]=[C:13]([O:15][C:16]3[CH:21]=[CH:20][N:19]=[C:18]([NH:22][C:23]4[CH:30]=[CH:29][C:26]([C:27]([NH2:28])=[O:2])=[CH:25][CH:24]=4)[CH:17]=3)[C:12]([CH:31]3[CH2:36][CH2:35][O:34][CH2:33][CH2:32]3)=[N:11]2)[CH2:9][CH2:8]1. (2) Given the reactants C[O-].[Na+].[C:4]([O:8][CH3:9])(=[O:7])[CH2:5][SH:6].[CH2:10]([O:17][C:18]1[CH:23]=[CH:22][C:21]([C:24]2[N:28]([CH:29]3[CH2:34][CH2:33][CH2:32][CH:31]=[CH:30]3)[C:27]([CH:35]=O)=[C:26](Cl)[N:25]=2)=[C:20]([F:38])[CH:19]=1)[C:11]1[CH:16]=[CH:15][CH:14]=[CH:13][CH:12]=1.C(=O)([O-])O.[Na+], predict the reaction product. The product is: [CH2:10]([O:17][C:18]1[CH:23]=[CH:22][C:21]([C:24]2[N:28]([CH:29]3[CH2:34][CH2:33][CH2:32][CH:31]=[CH:30]3)[C:27]3[CH:35]=[C:5]([C:4]([O:8][CH3:9])=[O:7])[S:6][C:26]=3[N:25]=2)=[C:20]([F:38])[CH:19]=1)[C:11]1[CH:12]=[CH:13][CH:14]=[CH:15][CH:16]=1. (3) Given the reactants [CH3:1][O:2][C:3]([C:5]1([C:12]2[CH:17]=[CH:16][CH:15]=[C:14]([F:18])[CH:13]=2)[CH2:11][CH2:10][CH:9]=[CH:8][CH2:7][CH2:6]1)=[O:4].[H][H], predict the reaction product. The product is: [CH3:1][O:2][C:3]([C:5]1([C:12]2[CH:17]=[CH:16][CH:15]=[C:14]([F:18])[CH:13]=2)[CH2:6][CH2:7][CH2:8][CH2:9][CH2:10][CH2:11]1)=[O:4]. (4) Given the reactants [C:1]([CH2:3][CH2:4][N:5]1[CH2:14][CH2:13][C:12]2[C:7](=[CH:8][C:9]([O:17][CH3:18])=[C:10]([O:15][CH3:16])[CH:11]=2)[CH2:6]1)#[N:2].Cl.[OH-].[Na+].CCOCC, predict the reaction product. The product is: [NH2:2][CH2:1][CH2:3][CH2:4][N:5]1[CH2:14][CH2:13][C:12]2[C:7](=[CH:8][C:9]([O:17][CH3:18])=[C:10]([O:15][CH3:16])[CH:11]=2)[CH2:6]1. (5) Given the reactants [C:1]([C:3]1[C:4]([N:15]2[CH2:18][CH:17]([C:19]([OH:21])=O)[CH2:16]2)=[N:5][C:6]([CH3:14])=[C:7]([C:9]([O:11][CH2:12][CH3:13])=[O:10])[CH:8]=1)#[N:2].CCN=C=NCCCN(C)C.C1C=CC2N(O)N=NC=2C=1.[Cl:43][C:44]1[CH:45]=[C:46]([CH2:51][S:52]([NH2:55])(=[O:54])=[O:53])[CH:47]=[CH:48][C:49]=1[Cl:50].CCN(C(C)C)C(C)C, predict the reaction product. The product is: [C:1]([C:3]1[C:4]([N:15]2[CH2:16][CH:17]([C:19]([NH:55][S:52]([CH2:51][C:46]3[CH:47]=[CH:48][C:49]([Cl:50])=[C:44]([Cl:43])[CH:45]=3)(=[O:53])=[O:54])=[O:21])[CH2:18]2)=[N:5][C:6]([CH3:14])=[C:7]([CH:8]=1)[C:9]([O:11][CH2:12][CH3:13])=[O:10])#[N:2]. (6) Given the reactants [NH2:1][C:2]1[C:11]2[N:10]=[CH:9][C:8]([NH:12]C(=O)OC(C)(C)C)=[CH:7][C:6]=2[C:5]2[CH:20]=[CH:21][C:22]([CH3:24])=[CH:23][C:4]=2[N:3]=1.ClC1C=C(NC(=O)OC(C)(C)C)C=NC=1C#N, predict the reaction product. The product is: [CH3:24][C:22]1[CH:21]=[CH:20][C:5]2=[C:6]3[C:11](=[C:2]([NH2:1])[N:3]=[C:4]2[CH:23]=1)[N:10]=[CH:9][C:8]([NH2:12])=[CH:7]3.